From a dataset of Full USPTO retrosynthesis dataset with 1.9M reactions from patents (1976-2016). Predict the reactants needed to synthesize the given product. (1) The reactants are: [C:1]([O:5][C:6](=[O:20])[NH:7][CH2:8][CH2:9][N:10]1[C:18]2[C:17](Cl)=[N:16][CH:15]=[N:14][C:13]=2[CH:12]=[CH:11]1)([CH3:4])([CH3:3])[CH3:2].[Cl:21][C:22]1[CH:23]=[C:24]([CH:26]=[CH:27][C:28]=1[O:29][C:30]1[CH:35]=[CH:34][CH:33]=[C:32]([S:36]([CH2:39][CH:40]2[CH2:42][CH2:41]2)(=[O:38])=[O:37])[CH:31]=1)[NH2:25].C(=O)(O)[O-].[Na+]. Given the product [C:1]([O:5][C:6](=[O:20])[NH:7][CH2:8][CH2:9][N:10]1[C:18]2[C:17]([NH:25][C:24]3[CH:26]=[CH:27][C:28]([O:29][C:30]4[CH:35]=[CH:34][CH:33]=[C:32]([S:36]([CH2:39][CH:40]5[CH2:42][CH2:41]5)(=[O:38])=[O:37])[CH:31]=4)=[C:22]([Cl:21])[CH:23]=3)=[N:16][CH:15]=[N:14][C:13]=2[CH:12]=[CH:11]1)([CH3:4])([CH3:3])[CH3:2], predict the reactants needed to synthesize it. (2) Given the product [C:7]([O:11][C:12]([NH:14][N:15]=[C:1]1[CH2:5][CH2:4][CH2:3][CH2:2]1)=[O:13])([CH3:10])([CH3:9])[CH3:8], predict the reactants needed to synthesize it. The reactants are: [C:1]1(=O)[CH2:5][CH2:4][CH2:3][CH2:2]1.[C:7]([O:11][C:12]([NH:14][NH2:15])=[O:13])([CH3:10])([CH3:9])[CH3:8]. (3) Given the product [C:23]([O:27][C:28]([N:30]1[CH2:34][C:33]([F:35])([F:36])[CH2:32][C@H:31]1[CH:37]=[O:38])=[O:29])([CH3:26])([CH3:25])[CH3:24], predict the reactants needed to synthesize it. The reactants are: CC(OI1(OC(C)=O)(OC(C)=O)OC(=O)C2C=CC=CC1=2)=O.[C:23]([O:27][C:28]([N:30]1[CH2:34][C:33]([F:36])([F:35])[CH2:32][C@H:31]1[CH2:37][OH:38])=[O:29])([CH3:26])([CH3:25])[CH3:24]. (4) Given the product [C:11]([C:13]1[CH2:14][N:15]([C:20]([O:22][C:23]([CH3:26])([CH3:25])[CH3:24])=[O:21])[CH2:16][CH2:17][C:18]=1[O:19][S:29]([C:28]([F:47])([F:46])[F:27])(=[O:31])=[O:30])#[N:12], predict the reactants needed to synthesize it. The reactants are: C[Si]([N-][Si](C)(C)C)(C)C.[Na+].[C:11]([CH:13]1[C:18](=[O:19])[CH2:17][CH2:16][N:15]([C:20]([O:22][C:23]([CH3:26])([CH3:25])[CH3:24])=[O:21])[CH2:14]1)#[N:12].[F:27][C:28]([F:47])([F:46])[S:29](N(C1C=CC=CC=1)[S:29]([C:28]([F:47])([F:46])[F:27])(=[O:31])=[O:30])(=[O:31])=[O:30]. (5) The reactants are: FC(F)(F)C([NH:5][C:6]1[C:15]2[C:10](=[CH:11][CH:12]=[C:13]([OH:17])[C:14]=2[F:16])[CH:9]=[CH:8][CH:7]=1)=O. Given the product [NH2:5][C:6]1[CH:7]=[CH:8][CH:9]=[C:10]2[C:15]=1[C:14]([F:16])=[C:13]([OH:17])[CH:12]=[CH:11]2, predict the reactants needed to synthesize it.